Task: Predict which catalyst facilitates the given reaction.. Dataset: Catalyst prediction with 721,799 reactions and 888 catalyst types from USPTO (1) Reactant: [CH3:1][S:2](Cl)(=[O:4])=[O:3].[Cl:6][C:7]1[C:8]([CH2:36][OH:37])=[C:9]([C:32]([F:35])([F:34])[F:33])[CH:10]=[C:11]2[C:16]=1[NH:15][C:14](=[O:17])[N:13]([CH2:18][C:19]1[CH:24]=[C:23]([Cl:25])[CH:22]=[CH:21][C:20]=1[S:26]([CH2:29][CH3:30])(=[O:28])=[O:27])[C:12]2=[O:31].C(N(CC)CC)C.O. Product: [Cl:6][C:7]1[C:8]([CH2:36][O:37][S:2]([CH3:1])(=[O:4])=[O:3])=[C:9]([C:32]([F:34])([F:33])[F:35])[CH:10]=[C:11]2[C:16]=1[NH:15][C:14](=[O:17])[N:13]([CH2:18][C:19]1[CH:24]=[C:23]([Cl:25])[CH:22]=[CH:21][C:20]=1[S:26]([CH2:29][CH3:30])(=[O:27])=[O:28])[C:12]2=[O:31]. The catalyst class is: 2. (2) The catalyst class is: 1. Product: [Br:1][C:2]1[CH:7]=[CH:6][C:5]([Cl:8])=[C:4]([CH2:19][O:20][CH3:21])[C:3]=1[F:9]. Reactant: [Br:1][C:2]1[CH:7]=[CH:6][C:5]([Cl:8])=[CH:4][C:3]=1[F:9].[Li+].CC([N-]C(C)C)C.Br[CH2:19][O:20][CH3:21].